This data is from Forward reaction prediction with 1.9M reactions from USPTO patents (1976-2016). The task is: Predict the product of the given reaction. (1) The product is: [F:24][C:20]1([F:23])[CH2:21][CH2:22][N:18]([C:16]([C@H:14]2[NH:13][CH2:12][C@@H:11]([CH2:10][NH:9][C:7](=[O:8])[C:6]3[CH:5]=[C:4]([CH:27]=[CH:26][CH:25]=3)[C:3]([OH:28])=[O:2])[CH2:15]2)=[O:17])[CH2:19]1. Given the reactants C[O:2][C:3](=[O:28])[C:4]1[CH:27]=[CH:26][CH:25]=[C:6]([C:7]([NH:9][CH2:10][C@H:11]2[CH2:15][C@@H:14]([C:16]([N:18]3[CH2:22][CH2:21][C:20]([F:24])([F:23])[CH2:19]3)=[O:17])[NH:13][CH2:12]2)=[O:8])[CH:5]=1.FC(F)(F)C(O)=O, predict the reaction product. (2) Given the reactants C(OC([NH:8][C:9]1[CH:10]=[C:11]([CH:27]=[CH:28][CH:29]=1)[O:12][C:13]1[CH:22]=[C:21]2[C:16]([CH2:17][CH2:18][CH:19]([C:23]([O:25][CH3:26])=[O:24])[CH2:20]2)=[CH:15][CH:14]=1)=O)(C)(C)C.[ClH:30], predict the reaction product. The product is: [NH2:8][C:9]1[CH:10]=[C:11]([CH:27]=[CH:28][CH:29]=1)[O:12][C:13]1[CH:22]=[C:21]2[C:16]([CH2:17][CH2:18][CH:19]([C:23]([O:25][CH3:26])=[O:24])[CH2:20]2)=[CH:15][CH:14]=1.[ClH:30].